This data is from Forward reaction prediction with 1.9M reactions from USPTO patents (1976-2016). The task is: Predict the product of the given reaction. (1) Given the reactants Cl.[C:2]([S:21][CH2:22][CH2:23][NH2:24])([C:15]1[CH:20]=[CH:19][CH:18]=[CH:17][CH:16]=1)([C:9]1[CH:14]=[CH:13][CH:12]=[CH:11][CH:10]=1)[C:3]1[CH:8]=[CH:7][CH:6]=[CH:5][CH:4]=1.[CH3:25][C:26]1[CH:34]=[CH:33][C:32]([NH:35][S:36]([C:39]2[S:40][CH:41]=[CH:42][CH:43]=2)(=[O:38])=[O:37])=[C:31]2[C:27]=1[CH:28]=[C:29]([C:44](O)=[O:45])[NH:30]2.N1(O)C2C=CC=CC=2N=N1.Cl.CN(C)CCCN=C=NCC, predict the reaction product. The product is: [CH3:25][C:26]1[CH:34]=[CH:33][C:32]([NH:35][S:36]([C:39]2[S:40][CH:41]=[CH:42][CH:43]=2)(=[O:38])=[O:37])=[C:31]2[C:27]=1[CH:28]=[C:29]([C:44]([NH:24][CH2:23][CH2:22][S:21][C:2]([C:9]1[CH:14]=[CH:13][CH:12]=[CH:11][CH:10]=1)([C:15]1[CH:16]=[CH:17][CH:18]=[CH:19][CH:20]=1)[C:3]1[CH:8]=[CH:7][CH:6]=[CH:5][CH:4]=1)=[O:45])[NH:30]2. (2) Given the reactants [CH:1]1[C:10]2[C:5](=[CH:6][CH:7]=[CH:8][CH:9]=2)[CH:4]=[CH:3][C:2]=1[N:11]1[CH2:16][CH2:15][CH:14]([C:17](O)=[O:18])[CH2:13][CH2:12]1.BrC1C=CC2C(=CC=CC=2)C=1.[NH2:31][C:32]1[CH:33]=[CH:34][C:35]2[O:40][CH2:39][C:38](=[O:41])[NH:37][C:36]=2[CH:42]=1, predict the reaction product. The product is: [O:41]=[C:38]1[NH:37][C:36]2[CH:42]=[C:32]([NH:31][C:17]([CH:14]3[CH2:15][CH2:16][N:11]([C:2]4[CH:3]=[CH:4][C:5]5[C:10](=[CH:9][CH:8]=[CH:7][CH:6]=5)[CH:1]=4)[CH2:12][CH2:13]3)=[O:18])[CH:33]=[CH:34][C:35]=2[O:40][CH2:39]1. (3) The product is: [CH3:31][O:30][C:26]1[CH:27]=[CH:28][CH:29]=[C:21]([O:20][CH3:19])[C:22]=1[C:23]([N:7]1[CH2:6][CH:5]2[CH2:1][N:2]([C:9]3[CH:18]=[N:17][C:16]4[C:11](=[CH:12][CH:13]=[CH:14][CH:15]=4)[N:10]=3)[CH2:3][CH:4]2[CH2:8]1)=[O:24]. Given the reactants [CH2:1]1[CH:5]2[CH2:6][NH:7][CH2:8][CH:4]2[CH2:3][N:2]1[C:9]1[CH:18]=[N:17][C:16]2[C:11](=[CH:12][CH:13]=[CH:14][CH:15]=2)[N:10]=1.[CH3:19][O:20][C:21]1[CH:29]=[CH:28][CH:27]=[C:26]([O:30][CH3:31])[C:22]=1[C:23](O)=[O:24], predict the reaction product. (4) Given the reactants [Na].CC1(C)S[C@@H]2[C@H](N[C:12]([C@H:14](NC(N3C(=O)N(/N=C/C4OC=CC=4)CC3)=O)[C:15]3[CH:20]=[CH:19][C:18](O)=[CH:17][CH:16]=3)=O)C(=O)N2[C@H]1C(O)=O.C(C1NC2C(=O)N(C)C3=N[C@@H]4CCC[C@@H:61]4[N:51]3C=2N=1)CCCCC.C(C1C2C(=CC(C([O-])=O)=CC=2)N(CC2C=CC=CC=2[Cl:87])C=1CCC)(=O)C.[Br:91][C:92]1[C:93](=[O:117])[NH:94][N:95]=[C:96]([O:106][CH2:107]CCC2C=CC(Cl)=CC=2)[C:97]=1[NH:98][CH2:99][C:100]1C=N[CH:103]=[CH:104][CH:105]=1.O1C2C=CC(CNC3C4C(=CC=C(Cl)C=4)N=C(N4CCC(C(O)=O)CC4)N=3)=CC=2OC1.CN1C(=O)[C@H]2CC3C4C(=CC=CC=4)NC=3[C@@H](C3C=CC4OCOC=4C=3)N2C(=O)C1.CN1C2=N[C@@H]3CCC[C@@H]3N2C2N=C(CC3C=CC(C(F)(F)F)=CC=3)NC=2C1=O, predict the reaction product. The product is: [Br:91][C:92]1[C:93](=[O:117])[NH:94][N:95]=[C:96]([O:106][CH2:107][CH2:12][CH2:14][C:15]2[CH:16]=[CH:17][C:18]([Cl:87])=[CH:19][CH:20]=2)[C:97]=1[NH:98][CH2:99][C:100]1[CH:105]=[CH:104][CH:103]=[CH:61][N:51]=1. (5) Given the reactants C(Cl)(=O)C(Cl)=O.CS(C)=O.[OH:11][CH2:12][CH2:13][C:14]1[CH:19]=[CH:18][CH:17]=[CH:16][C:15]=1[C:20]1(O)[CH2:29][CH2:28][C:23]2([O:27][CH2:26][CH2:25][O:24]2)[CH2:22][CH2:21]1.CCN(CC)CC, predict the reaction product. The product is: [C:20]12([CH2:21][CH2:22][C:23]3([O:24][CH2:25][CH2:26][O:27]3)[CH2:28][CH2:29]1)[C:15]1[C:14](=[CH:19][CH:18]=[CH:17][CH:16]=1)[CH:13]=[CH:12][O:11]2. (6) Given the reactants C1(P(C2C=CC=CC=2)C2C=CC=CC=2)C=CC=CC=1.C(N(CC)CC)C.[F:27][CH:28]([F:32])[C:29](O)=O.[Cl:33][C:34]1[CH:40]=[C:39]([C:41]([F:44])([F:43])[F:42])[CH:38]=[C:37]([Cl:45])[C:35]=1[NH2:36].C(Cl)(Cl)(Cl)[Cl:47], predict the reaction product. The product is: [Cl:33][C:34]1[CH:40]=[C:39]([C:41]([F:44])([F:43])[F:42])[CH:38]=[C:37]([Cl:45])[C:35]=1[N:36]=[C:29]([Cl:47])[CH:28]([F:32])[F:27]. (7) Given the reactants [CH3:1][CH2:2][CH:3]([NH2:6])[CH2:4][CH3:5].Cl[C:8]1[CH:13]=[C:12]([C:14]2[CH:19]=[CH:18][CH:17]=[CH:16][CH:15]=2)[N:11]=[C:10]([NH2:20])[N:9]=1, predict the reaction product. The product is: [CH3:1][CH2:2][CH:3]([NH:6][C:8]1[CH:13]=[C:12]([C:14]2[CH:19]=[CH:18][CH:17]=[CH:16][CH:15]=2)[N:11]=[C:10]([NH2:20])[N:9]=1)[CH2:4][CH3:5]. (8) Given the reactants Br[C:2]1[C:3]2[N:4]([CH:9]=[CH:10][N:11]=2)[N:5]=[C:6]([Cl:8])[CH:7]=1.[CH3:12][N:13]1[CH2:18][CH2:17][N:16]([CH2:19][C:20]2[CH:21]=[CH:22][C:23]([NH2:26])=[N:24][CH:25]=2)[CH2:15][CH2:14]1.[H-].[Na+], predict the reaction product. The product is: [Cl:8][C:6]1[CH:7]=[C:2]([NH:26][C:23]2[CH:22]=[CH:21][C:20]([CH2:19][N:16]3[CH2:15][CH2:14][N:13]([CH3:12])[CH2:18][CH2:17]3)=[CH:25][N:24]=2)[C:3]2[N:4]([CH:9]=[CH:10][N:11]=2)[N:5]=1. (9) The product is: [CH2:18]([N:26]1[C:9](=[O:17])[C:10]2[C:11](=[CH:13][CH:14]=[CH:15][CH:16]=2)[N:12]=[C:7]1[C:4]1[CH:3]=[CH:2][N:1]=[CH:6][CH:5]=1)[CH2:19][C:20]1[CH:25]=[CH:24][CH:23]=[CH:22][CH:21]=1. Given the reactants [N:1]1[CH:6]=[CH:5][C:4]([C:7]2O[C:9](=[O:17])[C:10]3[CH:16]=[CH:15][CH:14]=[CH:13][C:11]=3[N:12]=2)=[CH:3][CH:2]=1.[CH2:18]([NH2:26])[CH2:19][C:20]1[CH:25]=[CH:24][CH:23]=[CH:22][CH:21]=1, predict the reaction product. (10) Given the reactants [CH:1]12[CH2:10][CH:5]3[CH2:6][CH:7]([CH2:9][CH:3]([CH2:4]3)[CH:2]1[NH:11][C:12]([C:14]1[CH:15]=[N:16][N:17]([C:20]([CH3:23])([CH3:22])[CH3:21])[C:18]=1Cl)=[O:13])[CH2:8]2.[NH:24]1[CH2:28][CH2:27][CH:26]([OH:29])[CH2:25]1, predict the reaction product. The product is: [CH:1]12[CH2:10][CH:5]3[CH2:6][CH:7]([CH2:9][CH:3]([CH2:4]3)[CH:2]1[NH:11][C:12]([C:14]1[CH:15]=[N:16][N:17]([C:20]([CH3:23])([CH3:22])[CH3:21])[C:18]=1[N:24]1[CH2:28][CH2:27][CH:26]([OH:29])[CH2:25]1)=[O:13])[CH2:8]2.